Dataset: Full USPTO retrosynthesis dataset with 1.9M reactions from patents (1976-2016). Task: Predict the reactants needed to synthesize the given product. (1) Given the product [F:7][C:8]1[CH:16]=[CH:12][C:11]([C:17]([F:20])([F:19])[F:18])=[C:1]([CH:9]=1)[C:2]([Cl:4])=[O:3], predict the reactants needed to synthesize it. The reactants are: [C:1](Cl)(=O)[C:2]([Cl:4])=[O:3].[F:7][C:8]1[CH:9]=C[C:11]([C:17]([F:20])([F:19])[F:18])=[C:12]([CH:16]=1)C(O)=O. (2) Given the product [ClH:1].[ClH:11].[CH2:42]([NH:49][C:28]1[N:27]=[C:26]2[NH:25][CH:24]=[C:23]([C:19]3[NH:20][N:21]=[CH:22][C:18]=3[C:14]3[CH:15]=[CH:16][CH:17]=[C:12]([Cl:11])[CH:13]=3)[C:31]2=[CH:30][CH:29]=1)[C:43]1[CH:48]=[CH:47][CH:46]=[CH:45][CH:44]=1, predict the reactants needed to synthesize it. The reactants are: [Cl:1]C1C=C(C=CC=1)C(O)=O.[Cl:11][C:12]1[CH:13]=[C:14]([C:18]2[CH:22]=[N:21][NH:20][C:19]=2[C:23]2[C:31]3[C:26](=[N+:27]([O-])[CH:28]=[CH:29][CH:30]=3)[NH:25][CH:24]=2)[CH:15]=[CH:16][CH:17]=1.CCN(C(C)C)C(C)C.[CH2:42]([NH2:49])[C:43]1[CH:48]=[CH:47][CH:46]=[CH:45][CH:44]=1.C1CN([P+](Br)(N2CCCC2)N2CCCC2)CC1.F[P-](F)(F)(F)(F)F.Cl.CO. (3) Given the product [NH2:18][C:17]1[N:16]([CH3:21])[N:15]=[CH:14][C:13]=1[C:11]([NH:10][CH2:9][CH2:8][C:4]1[CH:5]=[CH:6][CH:7]=[C:2]([F:1])[CH:3]=1)=[O:12], predict the reactants needed to synthesize it. The reactants are: [F:1][C:2]1[CH:3]=[C:4]([CH2:8][CH2:9][NH:10][C:11]([C:13]2[CH:14]=[N:15][N:16]([CH3:21])[C:17]=2[N+:18]([O-])=O)=[O:12])[CH:5]=[CH:6][CH:7]=1. (4) Given the product [CH:1]([C:4]1[CH:11]=[CH:10][C:7]([CH2:8][C:12]#[N:13])=[CH:6][CH:5]=1)([CH3:3])[CH3:2], predict the reactants needed to synthesize it. The reactants are: [CH:1]([C:4]1[CH:11]=[CH:10][C:7]([CH2:8]Cl)=[CH:6][CH:5]=1)([CH3:3])[CH3:2].[C-:12]#[N:13].[Na+].O.